Predict the reactants needed to synthesize the given product. From a dataset of Full USPTO retrosynthesis dataset with 1.9M reactions from patents (1976-2016). Given the product [F:7][C:8]1[CH:19]=[CH:18][C:11]2[CH2:12][CH2:13][CH2:14][CH2:15][CH:16]([NH:17][S:3]([CH2:1][CH3:2])(=[O:5])=[O:4])[C:10]=2[CH:9]=1, predict the reactants needed to synthesize it. The reactants are: [CH2:1]([S:3](Cl)(=[O:5])=[O:4])[CH3:2].[F:7][C:8]1[CH:19]=[CH:18][C:11]2[CH2:12][CH2:13][CH2:14][CH2:15][CH:16]([NH2:17])[C:10]=2[CH:9]=1.C(N(CC)CC)C.